From a dataset of NCI-60 drug combinations with 297,098 pairs across 59 cell lines. Regression. Given two drug SMILES strings and cell line genomic features, predict the synergy score measuring deviation from expected non-interaction effect. (1) Drug 1: CN1CCC(CC1)COC2=C(C=C3C(=C2)N=CN=C3NC4=C(C=C(C=C4)Br)F)OC. Drug 2: COC1=C(C=C2C(=C1)N=CN=C2NC3=CC(=C(C=C3)F)Cl)OCCCN4CCOCC4. Cell line: M14. Synergy scores: CSS=37.0, Synergy_ZIP=17.6, Synergy_Bliss=17.7, Synergy_Loewe=15.5, Synergy_HSA=15.1. (2) Drug 1: C1=NC2=C(N1)C(=S)N=C(N2)N. Drug 2: CN(CC1=CN=C2C(=N1)C(=NC(=N2)N)N)C3=CC=C(C=C3)C(=O)NC(CCC(=O)O)C(=O)O. Cell line: SF-268. Synergy scores: CSS=11.3, Synergy_ZIP=-9.09, Synergy_Bliss=-3.63, Synergy_Loewe=-8.78, Synergy_HSA=-4.20. (3) Drug 1: CC1C(C(CC(O1)OC2CC(CC3=C2C(=C4C(=C3O)C(=O)C5=C(C4=O)C(=CC=C5)OC)O)(C(=O)C)O)N)O.Cl. Drug 2: C1C(C(OC1N2C=NC3=C(N=C(N=C32)Cl)N)CO)O. Cell line: HL-60(TB). Synergy scores: CSS=63.0, Synergy_ZIP=0.0407, Synergy_Bliss=-0.153, Synergy_Loewe=-2.83, Synergy_HSA=0.199. (4) Drug 1: C1=CC(=C2C(=C1NCCNCCO)C(=O)C3=C(C=CC(=C3C2=O)O)O)NCCNCCO. Drug 2: C(=O)(N)NO. Cell line: IGROV1. Synergy scores: CSS=46.7, Synergy_ZIP=2.25, Synergy_Bliss=3.86, Synergy_Loewe=-66.2, Synergy_HSA=6.18. (5) Cell line: NCI-H522. Drug 1: CC1=C2C(C(=O)C3(C(CC4C(C3C(C(C2(C)C)(CC1OC(=O)C(C(C5=CC=CC=C5)NC(=O)C6=CC=CC=C6)O)O)OC(=O)C7=CC=CC=C7)(CO4)OC(=O)C)O)C)OC(=O)C. Drug 2: CC1=C2C(C(=O)C3(C(CC4C(C3C(C(C2(C)C)(CC1OC(=O)C(C(C5=CC=CC=C5)NC(=O)OC(C)(C)C)O)O)OC(=O)C6=CC=CC=C6)(CO4)OC(=O)C)O)C)O. Synergy scores: CSS=9.81, Synergy_ZIP=-0.563, Synergy_Bliss=-1.27, Synergy_Loewe=-15.0, Synergy_HSA=-1.25. (6) Drug 1: CCC1(CC2CC(C3=C(CCN(C2)C1)C4=CC=CC=C4N3)(C5=C(C=C6C(=C5)C78CCN9C7C(C=CC9)(C(C(C8N6C=O)(C(=O)OC)O)OC(=O)C)CC)OC)C(=O)OC)O.OS(=O)(=O)O. Drug 2: CN1C(=O)N2C=NC(=C2N=N1)C(=O)N. Cell line: PC-3. Synergy scores: CSS=24.6, Synergy_ZIP=7.38, Synergy_Bliss=9.56, Synergy_Loewe=8.59, Synergy_HSA=8.84.